Dataset: Forward reaction prediction with 1.9M reactions from USPTO patents (1976-2016). Task: Predict the product of the given reaction. Given the reactants [C:1]([N:20]1[CH:24]=[C:23]([CH2:25][OH:26])[N:22]=[CH:21]1)([C:14]1[CH:19]=[CH:18][CH:17]=[CH:16][CH:15]=1)([C:8]1[CH:13]=[CH:12][CH:11]=[CH:10][CH:9]=1)[C:2]1[CH:7]=[CH:6][CH:5]=[CH:4][CH:3]=1.[C:27](OC(=O)C)(=[O:29])[CH3:28].CCOC(C)=O, predict the reaction product. The product is: [C:27]([O:26][CH2:25][C:23]1[N:22]=[CH:21][N:20]([C:1]([C:14]2[CH:15]=[CH:16][CH:17]=[CH:18][CH:19]=2)([C:8]2[CH:9]=[CH:10][CH:11]=[CH:12][CH:13]=2)[C:2]2[CH:7]=[CH:6][CH:5]=[CH:4][CH:3]=2)[CH:24]=1)(=[O:29])[CH3:28].